Dataset: Full USPTO retrosynthesis dataset with 1.9M reactions from patents (1976-2016). Task: Predict the reactants needed to synthesize the given product. Given the product [CH3:1][C:2]1[C:11]2[NH:10][C:9](=[O:12])[C@@H:8]3[CH2:13][N:14]([C:18]([O:20][C:21]([CH3:24])([CH3:23])[CH3:22])=[O:19])[CH2:15][C@@H:7]3[C:6]=2[CH:5]=[CH:4][CH:3]=1, predict the reactants needed to synthesize it. The reactants are: [CH3:1][C:2]1[C:11]2[NH:10][C:9](=[O:12])[C@@H:8]3[CH2:13][NH:14][CH2:15][C@@H:7]3[C:6]=2[CH:5]=[CH:4][CH:3]=1.[OH-].[Na+].[C:18](O[C:18]([O:20][C:21]([CH3:24])([CH3:23])[CH3:22])=[O:19])([O:20][C:21]([CH3:24])([CH3:23])[CH3:22])=[O:19].